From a dataset of Retrosynthesis with 50K atom-mapped reactions and 10 reaction types from USPTO. Predict the reactants needed to synthesize the given product. (1) The reactants are: C[Si](C)(C)C[Mg+].O=C(c1ccc2nc(-c3ccc(C4OCCCO4)cc3F)sc2n1)C1CCC1. Given the product C[Si](C)(C)CC(O)(c1ccc2nc(-c3ccc(C4OCCCO4)cc3F)sc2n1)C1CCC1, predict the reactants needed to synthesize it. (2) Given the product COc1ccc(C(C)CNC(=O)OC(C)(C)C)cc1OC1Cc2ccccc2C1, predict the reactants needed to synthesize it. The reactants are: CC(C)(C)OC(=O)OC(=O)OC(C)(C)C.COc1ccc(C(C)CN)cc1OC1Cc2ccccc2C1. (3) Given the product CC(C)(C)N1C(=O)C(NC2CCN(CCc3ccccc3)CC2)=C(c2ccccc2)S1(=O)=O, predict the reactants needed to synthesize it. The reactants are: BrCCc1ccccc1.CC(C)(C)N1C(=O)C(NC2CCNCC2)=C(c2ccccc2)S1(=O)=O. (4) The reactants are: Fc1ccc([Zn+])nc1.O=C(NN1CCCCC1)c1cccc2c1C(Cl)=Nc1ccccc1S2. Given the product O=C(NN1CCCCC1)c1cccc2c1C(c1ccc(F)cn1)=Nc1ccccc1S2, predict the reactants needed to synthesize it.